This data is from Catalyst prediction with 721,799 reactions and 888 catalyst types from USPTO. The task is: Predict which catalyst facilitates the given reaction. (1) Reactant: Cl.[OH:2][CH2:3][C:4]1[N:9]=[C:8]([C:10]([F:13])([F:12])[F:11])[N:7]=[C:6]([NH:14][CH:15]2[CH2:20][CH2:19][N:18](C(OC(C)(C)C)=O)[CH2:17][CH2:16]2)[CH:5]=1. Product: [NH:18]1[CH2:19][CH2:20][CH:15]([NH:14][C:6]2[N:7]=[C:8]([C:10]([F:12])([F:11])[F:13])[N:9]=[C:4]([CH2:3][OH:2])[CH:5]=2)[CH2:16][CH2:17]1. The catalyst class is: 12. (2) The catalyst class is: 1. Product: [F:1][C:2]1[CH:13]=[CH:12][C:11]([F:14])=[CH:10][C:3]=1[CH2:4][NH:6][CH:7]([CH3:9])[CH3:8]. Reactant: [F:1][C:2]1[CH:13]=[CH:12][C:11]([F:14])=[CH:10][C:3]=1[C:4]([NH:6][CH:7]([CH3:9])[CH3:8])=O.[H-].[Al+3].[Li+].[H-].[H-].[H-].CO.C(Cl)Cl.